Dataset: Forward reaction prediction with 1.9M reactions from USPTO patents (1976-2016). Task: Predict the product of the given reaction. (1) Given the reactants Cl[C:2]1[CH:7]=[C:6]([C:8]2[C:13]([F:14])=[CH:12][CH:11]=[CH:10][C:9]=2[F:15])[N:5]=[CH:4][N:3]=1.[CH2:16]([OH:20])[C:17]#[C:18][CH3:19].[H-].[Na+].O, predict the reaction product. The product is: [F:15][C:9]1[CH:10]=[CH:11][CH:12]=[C:13]([F:14])[C:8]=1[C:6]1[CH:7]=[C:2]([O:20][CH2:16][C:17]#[C:18][CH3:19])[N:3]=[CH:4][N:5]=1. (2) Given the reactants [F:1][C:2]1[CH:3]=[C:4]([CH:44]=[CH:45][CH:46]=1)[CH2:5][CH2:6][N:7]1[CH:11]=[C:10]([C:12]2[C:20]3[C:15](=[N:16][CH:17]=[C:18]([C:21]4[CH:22]=[CH:23][C:24]([O:32][CH3:33])=[C:25]([NH:27][S:28]([CH3:31])(=[O:30])=[O:29])[CH:26]=4)[CH:19]=3)[N:14](S(C3C=CC(C)=CC=3)(=O)=O)[CH:13]=2)[CH:9]=[N:8]1.[OH-].[Li+], predict the reaction product. The product is: [F:1][C:2]1[CH:3]=[C:4]([CH:44]=[CH:45][CH:46]=1)[CH2:5][CH2:6][N:7]1[CH:11]=[C:10]([C:12]2[C:20]3[C:15](=[N:16][CH:17]=[C:18]([C:21]4[CH:22]=[CH:23][C:24]([O:32][CH3:33])=[C:25]([NH:27][S:28]([CH3:31])(=[O:29])=[O:30])[CH:26]=4)[CH:19]=3)[NH:14][CH:13]=2)[CH:9]=[N:8]1. (3) Given the reactants [CH3:1][O:2][C:3]1[C:4]([C:23]2[CH:28]=[CH:27][CH:26]=[CH:25][C:24]=2[O:29][CH3:30])=[CH:5][C:6]2[C:12]([C:13]3[CH:14]=[C:15]([CH:18]=[CH:19][CH:20]=3)[C:16]#[N:17])=[N:11][CH2:10][C:9](=[O:21])[NH:8][C:7]=2[CH:22]=1.[CH2:31](Br)[CH2:32][C:33]1[CH:38]=[CH:37][CH:36]=[CH:35][CH:34]=1, predict the reaction product. The product is: [CH3:1][O:2][C:3]1[C:4]([C:23]2[CH:28]=[CH:27][CH:26]=[CH:25][C:24]=2[O:29][CH3:30])=[CH:5][C:6]2[C:12]([C:13]3[CH:14]=[C:15]([CH:18]=[CH:19][CH:20]=3)[C:16]#[N:17])=[N:11][CH2:10][C:9](=[O:21])[N:8]([CH2:31][CH2:32][C:33]3[CH:38]=[CH:37][CH:36]=[CH:35][CH:34]=3)[C:7]=2[CH:22]=1. (4) Given the reactants [F:1][C:2]([F:13])([F:12])[C:3]([NH:5][C:6]1[CH:11]=[CH:10][CH:9]=[CH:8][N:7]=1)=[O:4].[H-].[Na+].[CH:16]1([CH2:19]Br)[CH2:18][CH2:17]1.O, predict the reaction product. The product is: [CH:16]1([CH2:19][N:7]2[CH:8]=[CH:9][CH:10]=[CH:11][C:6]2=[N:5][C:3](=[O:4])[C:2]([F:1])([F:12])[F:13])[CH2:18][CH2:17]1. (5) Given the reactants C([O:3][C:4](=[O:13])[C:5]([C:7]1[S:8][C:9]([Br:12])=[CH:10][CH:11]=1)=[O:6])C.[OH-].[Na+], predict the reaction product. The product is: [Br:12][C:9]1[S:8][C:7]([C:5](=[O:6])[C:4]([OH:13])=[O:3])=[CH:11][CH:10]=1.